Dataset: Reaction yield outcomes from USPTO patents with 853,638 reactions. Task: Predict the reaction yield, written as a fraction of the theoretical maximum amount of product (1.0 means a 100% yield; for example, 0.34 means a 34% yield). (1) The reactants are [F:1][C:2]1[CH:7]=[CH:6][CH:5]=[CH:4][C:3]=1[C:8]1[NH:17][C:16](=O)[C:15]2[C:10](=[CH:11][CH:12]=[CH:13][CH:14]=2)[N:9]=1.S(Cl)([Cl:21])=O.CN(C)C=O. The catalyst is C(Cl)(Cl)Cl. The product is [Cl:21][C:16]1[C:15]2[C:10](=[CH:11][CH:12]=[CH:13][CH:14]=2)[N:9]=[C:8]([C:3]2[CH:4]=[CH:5][CH:6]=[CH:7][C:2]=2[F:1])[N:17]=1. The yield is 0.730. (2) The reactants are [N:1]12[CH2:8][CH2:7][C:4]([O:9][C:10](=[O:25])[NH:11][C:12]3[CH:17]=[C:16](Br)[CH:15]=[CH:14][C:13]=3[C:19]3[CH:24]=[CH:23][CH:22]=[CH:21][CH:20]=3)([CH2:5][CH2:6]1)[CH2:3][CH2:2]2.[CH2:26]([N:29]([CH3:37])[C:30](=[O:36])[O:31][C:32]([CH3:35])([CH3:34])[CH3:33])[CH:27]=[CH2:28].C1(C)C=CC=CC=1P(C1C=CC=CC=1C)C1C=CC=CC=1C.C(N(CC)C(C)C)(C)C. The catalyst is C(#N)C.C([O-])(=O)C.[Pd+2].C([O-])(=O)C. The product is [N:1]12[CH2:8][CH2:7][C:4]([O:9][C:10](=[O:25])[NH:11][C:12]3[CH:17]=[C:16](/[CH:28]=[CH:27]/[CH2:26][N:29]([C:30]([O:31][C:32]([CH3:35])([CH3:34])[CH3:33])=[O:36])[CH3:37])[CH:15]=[CH:14][C:13]=3[C:19]3[CH:24]=[CH:23][CH:22]=[CH:21][CH:20]=3)([CH2:5][CH2:6]1)[CH2:3][CH2:2]2. The yield is 0.990. (3) The reactants are [Cl:1][C:2]1[CH:3]=[C:4]([F:18])[C:5]([O:9][C:10]2[CH:15]=[CH:14][C:13]([CH:16]=[CH2:17])=[CH:12][CH:11]=2)=[C:6]([F:8])[CH:7]=1.B1C2CCCC1CCC2.[OH-:28].[Na+].OO. The catalyst is C1COCC1. The product is [Cl:1][C:2]1[CH:3]=[C:4]([F:18])[C:5]([O:9][C:10]2[CH:11]=[CH:12][C:13]([CH2:16][CH2:17][OH:28])=[CH:14][CH:15]=2)=[C:6]([F:8])[CH:7]=1. The yield is 0.576. (4) The reactants are ClC1C=C(C=CC=1)C(OO)=[O:6].[CH2:12]([O:19][C:20](=[O:36])[NH:21][CH2:22][CH2:23][CH2:24][CH2:25][C:26]1[CH:31]=[CH:30][C:29]([O:32][CH2:33][CH:34]=[CH2:35])=[CH:28][CH:27]=1)[C:13]1[CH:18]=[CH:17][CH:16]=[CH:15][CH:14]=1. The catalyst is C(Cl)Cl. The product is [CH2:12]([O:19][C:20](=[O:36])[NH:21][CH2:22][CH2:23][CH2:24][CH2:25][C:26]1[CH:31]=[CH:30][C:29]([O:32][CH2:33][CH:34]2[CH2:35][O:6]2)=[CH:28][CH:27]=1)[C:13]1[CH:18]=[CH:17][CH:16]=[CH:15][CH:14]=1. The yield is 0.720. (5) The reactants are [Br-:1].[Br-].[Br-].C([N+](CCCC)(CCCC)CCCC)CCC.C([N+](CCCC)(CCCC)CCCC)CCC.C([N+](CCCC)(CCCC)CCCC)CCC.[NH2:55][C:56]1[C:57]([CH3:69])=[C:58]([CH3:68])[C:59]2[O:63][C:62]([CH3:65])([CH3:64])[C:61](=[O:66])[C:60]=2[CH:67]=1.S([O-])([O-])=O.[Na+].[Na+]. The catalyst is O1CCCC1. The product is [NH2:55][C:56]1[C:57]([CH3:69])=[C:58]([CH3:68])[C:59]2[O:63][C:62]([CH3:64])([CH3:65])[C:61](=[O:66])[C:60]=2[C:67]=1[Br:1]. The yield is 0.720.